From a dataset of Retrosynthesis with 50K atom-mapped reactions and 10 reaction types from USPTO. Predict the reactants needed to synthesize the given product. (1) Given the product Cc1ccc(NC(=O)c2ccc(CN3CCN(C(=O)OC(C)(C)C)CC3)c(C(F)(F)F)c2)cc1Nc1cc(-c2cccnc2)ccn1, predict the reactants needed to synthesize it. The reactants are: CC(C)(C)OC(=O)N1CCN(Cc2ccc(C(=O)O)cc2C(F)(F)F)CC1.Cc1ccc(N)cc1Nc1cc(-c2cccnc2)ccn1. (2) Given the product CC(C)(C)OC(=O)N1CCN(Cc2cccc(-c3ccnc(NC4CCCCC4)c3)n2)CC1, predict the reactants needed to synthesize it. The reactants are: CC(C)(C)OC(=O)N1CCN(C(=O)c2cccc(-c3ccnc(NC4CCCCC4)c3)n2)CC1. (3) Given the product O=C[C@@H]1CN(C(=O)OCc2ccccc2)CCN1C(c1ccccc1)(c1ccccc1)c1ccccc1, predict the reactants needed to synthesize it. The reactants are: O=C(OCc1ccccc1)N1CCN(C(c2ccccc2)(c2ccccc2)c2ccccc2)[C@H](CO)C1. (4) Given the product CCCCCc1ccc(-c2cc3cn([C@H]4C[C@H](OC(=O)OCc5ccccc5)[C@@H](CO)O4)c(=O)nc3o2)cc1, predict the reactants needed to synthesize it. The reactants are: CCCCCc1ccc(-c2cc3cn([C@H]4C[C@H](OC(=O)OCc5ccccc5)[C@@H](CO[Si](C)(C)C(C)(C)C)O4)c(=O)nc3o2)cc1. (5) Given the product CCNC(=O)n1nc(Oc2ccc(C#N)cc2C(F)(F)F)cc1C, predict the reactants needed to synthesize it. The reactants are: CCN=C=O.Cc1cc(Oc2ccc(C#N)cc2C(F)(F)F)n[nH]1.